This data is from Full USPTO retrosynthesis dataset with 1.9M reactions from patents (1976-2016). The task is: Predict the reactants needed to synthesize the given product. (1) Given the product [CH:1]1([C:7]2[CH:15]=[CH:14][CH:13]=[CH:12][C:8]=2[C:9]([NH:40][C:41]2[CH:46]=[CH:45][CH:44]=[C:43]([S:47]([NH2:50])(=[O:48])=[O:49])[CH:42]=2)=[O:11])[CH2:2][CH2:3][CH2:4][CH2:5][CH2:6]1, predict the reactants needed to synthesize it. The reactants are: [CH:1]1([C:7]2[CH:15]=[CH:14][CH:13]=[CH:12][C:8]=2[C:9]([OH:11])=O)[CH2:6][CH2:5][CH2:4][CH2:3][CH2:2]1.CN(C(ON1N=NC2C=CC=NC1=2)=[N+](C)C)C.F[P-](F)(F)(F)(F)F.[NH2:40][C:41]1[CH:42]=[C:43]([S:47]([NH2:50])(=[O:49])=[O:48])[CH:44]=[CH:45][CH:46]=1.C(N(CC)CC)C. (2) Given the product [CH3:1][S:2]([O:5][CH2:6][C:7]1[N:11]([CH2:12][CH2:13][C@H:14]2[O:20][C@H:19]([C:21]3[CH:26]=[CH:25][CH:24]=[C:23]([O:27][CH3:28])[C:22]=3[O:29][CH3:30])[C:18]3[CH:31]=[C:32]([Cl:35])[CH:33]=[CH:34][C:17]=3[N:16]3[CH:36]=[CH:37][CH:38]=[C:15]23)[N:10]=[CH:40][CH:8]=1)(=[O:3])=[O:4], predict the reactants needed to synthesize it. The reactants are: [CH3:1][S:2]([O:5][CH2:6][C:7]1[N:11]([CH2:12][CH2:13][C@H:14]2[O:20][C@H:19]([C:21]3[CH:26]=[CH:25][CH:24]=[C:23]([O:27][CH3:28])[C:22]=3[O:29][CH3:30])[C:18]3[CH:31]=[C:32]([Cl:35])[CH:33]=[CH:34][C:17]=3[N:16]3[CH:36]=[CH:37][CH:38]=[C:15]23)[N:10]=N[CH:8]=1)(=[O:4])=[O:3].Cl[C:40]1C=CC2N3C=CC=C3[C@@H](CCN3C(CO)=CC=N3)O[C@H](C3C=CC=C(OC)C=3OC)C=2C=1.CS(Cl)(=O)=O. (3) Given the product [OH:8][C:9]1[C:10]([O:25][CH3:26])=[CH:11][C:12]2[C:18](=[O:19])[N:17]3[CH2:20][CH2:21][CH2:22][CH2:23][C@H:16]3[CH:15]=[N:14][C:13]=2[CH:24]=1, predict the reactants needed to synthesize it. The reactants are: C([O:8][C:9]1[C:10]([O:25][CH3:26])=[CH:11][C:12]2[C:18](=[O:19])[N:17]3[CH2:20][CH2:21][CH2:22][CH2:23][C@H:16]3[CH:15]=[N:14][C:13]=2[CH:24]=1)C1C=CC=CC=1. (4) Given the product [CH2:1]([N:8]1[C:16]2[C:11](=[CH:12][C:13]([C:17]3[CH:22]=[CH:21][C:20]([O:23][C:24]([F:27])([F:25])[F:26])=[CH:19][CH:18]=3)=[CH:14][CH:15]=2)[C:10]([C:70](=[O:71])[C:69]([NH:35][CH2:28][C:62]([OH:63])=[O:65])=[O:68])=[CH:9]1)[C:2]1[CH:3]=[CH:4][CH:5]=[CH:6][CH:7]=1, predict the reactants needed to synthesize it. The reactants are: [CH2:1]([N:8]1[C:16]2[C:11](=[CH:12][C:13]([C:17]3[CH:22]=[CH:21][C:20]([O:23][C:24]([F:27])([F:26])[F:25])=[CH:19][CH:18]=3)=[CH:14][CH:15]=2)[CH:10]=[CH:9]1)[C:2]1[CH:7]=[CH:6][CH:5]=[CH:4][CH:3]=1.[CH2:28]([N:35]1C2C(=CC(Br)=CC=2)C=C1)C1C=CC=CC=1.FC(F)(F)OC1C=CC(B(O)O)=CC=1.ClCCl.[C:62](=[O:65])([O-])[O-:63].[K+].[K+].[O:68]1CC[O:71][CH2:70][CH2:69]1. (5) Given the product [O:50]=[C:48]1[C:16]2[CH:15]=[CH:32][C:31]([C:33]([O:37][CH2:38][CH3:39])=[O:40])=[CH:18][C:17]=2[CH2:23][CH2:22][C:21]2[CH:20]=[CH:19][CH:28]=[CH:29][C:49]1=2, predict the reactants needed to synthesize it. The reactants are: C(C1N(C[C:15]2[CH:32]=[CH:31][C:18]3/[C:19](=[CH:28]/[C:29]#N)/[C:20]4C=CC=C[C:21]=4[CH2:22][CH2:23][C:17]=3[CH:16]=2)C2=NC(C)=CC(C)=C2N=1)C.[CH:33]([O:40]CC)([O:37][CH2:38][CH3:39])OCC.S(=O)(=O)(O)O.[CH2:48]([OH:50])[CH3:49].